Task: Binary Classification. Given a miRNA mature sequence and a target amino acid sequence, predict their likelihood of interaction.. Dataset: Experimentally validated miRNA-target interactions with 360,000+ pairs, plus equal number of negative samples (1) The miRNA is hsa-miR-6731-5p with sequence UGGGAGAGCAGGGUAUUGUGGA. The protein sequence of the target gene is MDPVVLSYMDSLLRQSDVSLLDPPSWLNDHIIGFAFEYFANSQFHDCSDHVCFISPEVTQFIKCTSSPAEIAMFLEPLDLPHKRVVFLAINDNSNQAAGGTHWSLLVYLQDKNSFFHYDSHSRSNSIHAKQVAEKLKAFLGSKGDKLVFVEEKAPAQENSYDCGMYVICNTEALCQSLFRRQPESPLQLLTPTYITKKRGEWKDLIARLAKKNEVATEECS. Result: 0 (no interaction). (2) The miRNA is hsa-miR-6884-5p with sequence AGAGGCUGAGAAGGUGAUGUUG. The protein sequence of the target gene is MPGDHRRIRGPEESQPPQLYAADEEEAPGTRDPTRLRPVYARAGLLSQAKGSAYLEAGGTKVLCAVSGPRQAEGGERGGGPAGAGGEAPAALRGRLLCDFRRAPFAGRRRRAPPGGCEERELALALQEALEPAVRLGRYPRAQLEVSALLLEDGGSALAAALTAAALALADAGVEMYDLVVGCGLSLAPGPAPTWLLDPTRLEEERAAAGLTVALMPVLNQVAGLLGSGEGGLTESWAEAVRLGLEGCQRLYPVLQQSLVRAARRRGAAAQP. Result: 1 (interaction). (3) The miRNA is hsa-miR-155-5p with sequence UUAAUGCUAAUCGUGAUAGGGGUU. The protein sequence of the target gene is MAMAEGERTECAEPPRDEPPADGALKRAEELKTQANDYFKAKDYENAIKFYSQAIELNPSNAIYYGNRSLAYLRTECYGYALGDATRAIELDKKYIKGYYRRAASNMALGKFRAALRDYETVVKVKPHDKDAKMKYQECNKIVKQKAFERAIAGDEHKRSVVDSLDIESMTIEDEYSGPKLEDGKVTISFMKELMQWYKDQKKLHRKCAYQILVQVKEVLSKLSTLVETTLKETEKITVCGDTHGQFYDLLNIFELNGLPSETNPYIFNGDFVDRGSFSVEVILTLFGFKLLYPDHFHLL.... Result: 1 (interaction).